From a dataset of Catalyst prediction with 721,799 reactions and 888 catalyst types from USPTO. Predict which catalyst facilitates the given reaction. (1) Reactant: Cl[C:2]1[C:7]([CH2:8][CH:9]=O)=[C:6]([Cl:11])[N:5]=[CH:4][N:3]=1.Cl.[CH3:13][O:14][C:15]([C:17]1([NH2:20])[CH2:19][CH2:18]1)=[O:16].C(N(CC)CC)C.C(O)(=O)C. Product: [CH3:13][O:14][C:15]([C:17]1([N:20]2[C:2]3[N:3]=[CH:4][N:5]=[C:6]([Cl:11])[C:7]=3[CH:8]=[CH:9]2)[CH2:19][CH2:18]1)=[O:16]. The catalyst class is: 511. (2) Reactant: [C:1]([C:3]1([NH:20][C:21]2[CH:26]=[CH:25][CH:24]=[C:23]([F:27])[CH:22]=2)[CH2:8][CH2:7][N:6]([C:9]([O:11][CH2:12][C:13]2[CH:18]=[CH:17][CH:16]=[CH:15][CH:14]=2)=[O:10])[C@@H:5]([CH3:19])[CH2:4]1)#[N:2].N.O. Product: [NH2:2][CH2:1][C:3]1([NH:20][C:21]2[CH:26]=[CH:25][CH:24]=[C:23]([F:27])[CH:22]=2)[CH2:8][CH2:7][N:6]([C:9]([O:11][CH2:12][C:13]2[CH:18]=[CH:17][CH:16]=[CH:15][CH:14]=2)=[O:10])[C@@H:5]([CH3:19])[CH2:4]1. The catalyst class is: 181. (3) Reactant: O=[C:2]([C:9]1[CH:14]=[CH:13][N:12]=[CH:11][CH:10]=1)[CH2:3][C:4](OCC)=[O:5].[CH3:15][NH:16][C:17]([NH2:19])=[S:18].C1CCN2C(=NCCC2)CC1.CS(O)(=O)=O. The catalyst class is: 6. Product: [SH:18][C:17]1[N:16]([CH3:15])[C:4](=[O:5])[CH:3]=[C:2]([C:9]2[CH:14]=[CH:13][N:12]=[CH:11][CH:10]=2)[N:19]=1. (4) Reactant: [H-].[Al+3].[Li+].[H-].[H-].[H-].[Br:7][C:8]1[CH:9]=[CH:10][C:11]([NH:14][C:15](=O)[CH:16]([N:18]2[CH2:22][CH2:21][CH2:20][CH2:19]2)[CH3:17])=[N:12][CH:13]=1.CCOC(C)=O.[OH-].[Na+]. Product: [Br:7][C:8]1[CH:9]=[CH:10][C:11]([NH:14][CH2:15][CH:16]([N:18]2[CH2:22][CH2:21][CH2:20][CH2:19]2)[CH3:17])=[N:12][CH:13]=1. The catalyst class is: 20. (5) Reactant: [OH:1][C@H:2]1[CH2:6][CH2:5][N:4](C(OCC2C=CC=CC=2)=O)[CH2:3]1.[H-].[Na+].CS(O[CH2:24][CH2:25][O:26][CH2:27][CH2:28][O:29][CH2:30][CH2:31][O:32][CH:33]1[CH2:38][CH2:37][CH2:36][CH2:35][O:34]1)(=O)=O. Product: [O:34]1[CH2:35][CH2:36][CH2:37][CH2:38][CH:33]1[O:32][CH2:31][CH2:30][O:29][CH2:28][CH2:27][O:26][CH2:25][CH2:24][O:1][C@H:2]1[CH2:6][CH2:5][NH:4][CH2:3]1. The catalyst class is: 7. (6) Reactant: [CH2:1]([O:8][C:9]1[CH:14]=[CH:13][C:12]([C:15]#[N:16])=[CH:11][C:10]=1[CH2:17][C:18]([O:20][CH3:21])=[O:19])[C:2]1[CH:7]=[CH:6][CH:5]=[CH:4][CH:3]=1.CC(C)([O-])C.[K+].[CH2:28](Br)[C:29]1[CH:34]=[CH:33][CH:32]=[CH:31][CH:30]=1. Product: [CH2:1]([O:8][C:9]1[CH:14]=[CH:13][C:12]([C:15]#[N:16])=[CH:11][C:10]=1[CH:17]([CH2:28][C:29]1[CH:34]=[CH:33][CH:32]=[CH:31][CH:30]=1)[C:18]([O:20][CH3:21])=[O:19])[C:2]1[CH:3]=[CH:4][CH:5]=[CH:6][CH:7]=1. The catalyst class is: 9. (7) Reactant: C([O:3][C:4]([C@@H:6]1[CH2:11][C@:10]2([CH2:12][OH:13])[C@@H:8]([CH2:9]2)[N:7]1[C:14]([O:16][C:17]([CH3:20])([CH3:19])[CH3:18])=[O:15])=[O:5])C.[OH-].[Na+].OS([O-])(=O)=O.[K+].CCOC(C)=O. Product: [C:17]([O:16][C:14]([N:7]1[C@H:6]([C:4]([OH:5])=[O:3])[CH2:11][C@:10]2([CH2:12][OH:13])[C@H:8]1[CH2:9]2)=[O:15])([CH3:20])([CH3:19])[CH3:18]. The catalyst class is: 20. (8) Reactant: Br[C:2]1[CH:3]=[C:4]([CH:9]=[C:10]([S:12]([CH3:15])(=[O:14])=[O:13])[CH:11]=1)[C:5]([O:7][CH3:8])=[O:6].[CH3:16][C:17]1[CH:18]=[CH:19][C:20]([Sn](CCCC)(CCCC)CCCC)=[N:21][CH:22]=1. The catalyst class is: 206. Product: [CH3:16][C:17]1[CH:18]=[CH:19][C:20]([C:2]2[CH:3]=[C:4]([CH:9]=[C:10]([S:12]([CH3:15])(=[O:14])=[O:13])[CH:11]=2)[C:5]([O:7][CH3:8])=[O:6])=[N:21][CH:22]=1. (9) Reactant: Cl[C:2]1[C:7]([C:8]([NH2:10])=[O:9])=[CH:6][N:5]=[C:4]([Cl:11])[CH:3]=1.[OH:12][C:13]1[CH:18]=[CH:17][C:16]([NH:19][C:20](=[O:27])[C:21]2[CH:26]=[CH:25][CH:24]=[CH:23][CH:22]=2)=[CH:15][CH:14]=1.C(=O)([O-])[O-].[Cs+].[Cs+]. Product: [C:20]([NH:19][C:16]1[CH:15]=[CH:14][C:13]([O:12][C:2]2[C:7]([C:8]([NH2:10])=[O:9])=[CH:6][N:5]=[C:4]([Cl:11])[CH:3]=2)=[CH:18][CH:17]=1)(=[O:27])[C:21]1[CH:22]=[CH:23][CH:24]=[CH:25][CH:26]=1. The catalyst class is: 3.